From a dataset of Forward reaction prediction with 1.9M reactions from USPTO patents (1976-2016). Predict the product of the given reaction. (1) Given the reactants Br[C:2]1[CH:3]=[C:4]([N+:14]([O-:16])=[O:15])[C:5]([O:12][CH3:13])=[C:6]([C:8]([CH3:11])([CH3:10])[CH3:9])[CH:7]=1.[CH3:17][O:18][C:19]1[C:24](B(O)O)=[CH:23][CH:22]=[CH:21][N:20]=1.C([O-])([O-])=O.[Na+].[Na+], predict the reaction product. The product is: [C:8]([C:6]1[CH:7]=[C:2]([C:24]2[C:19]([O:18][CH3:17])=[N:20][CH:21]=[CH:22][CH:23]=2)[CH:3]=[C:4]([N+:14]([O-:16])=[O:15])[C:5]=1[O:12][CH3:13])([CH3:11])([CH3:10])[CH3:9]. (2) Given the reactants [CH2:1]([O:8][CH2:9][N:10]1[C:15](=[O:16])[C:14]([Br:17])=[N:13][N:12]([CH2:18][C:19](F)(F)C2C=CC=CC=2)[C:11]1=[O:28])[C:2]1[CH:7]=[CH:6][CH:5]=[CH:4][CH:3]=1.[N:29]1(CCO)[CH:33]=[CH:32][CH:31]=[N:30]1, predict the reaction product. The product is: [N:29]1([CH2:19][CH2:18][N:12]2[C:11](=[O:28])[N:10]([CH2:9][O:8][CH2:1][C:2]3[CH:3]=[CH:4][CH:5]=[CH:6][CH:7]=3)[C:15](=[O:16])[C:14]([Br:17])=[N:13]2)[CH:33]=[CH:32][CH:31]=[N:30]1. (3) Given the reactants [Cl:1][C:2]1[CH:7]=[CH:6][C:5]([C:8]2([CH2:21][CH:22]=[O:23])[CH2:13][CH2:12][N:11]([C:14]([O:16][C:17]([CH3:20])([CH3:19])[CH3:18])=[O:15])[CH2:10][CH2:9]2)=[CH:4][CH:3]=1.[BH4-].[Na+], predict the reaction product. The product is: [Cl:1][C:2]1[CH:3]=[CH:4][C:5]([C:8]2([CH2:21][CH2:22][OH:23])[CH2:9][CH2:10][N:11]([C:14]([O:16][C:17]([CH3:18])([CH3:19])[CH3:20])=[O:15])[CH2:12][CH2:13]2)=[CH:6][CH:7]=1. (4) Given the reactants [ClH:1].Cl.[Cl:3][C:4]1[C:36]([C:37]([F:40])([F:39])[F:38])=[CH:35][CH:34]=[CH:33][C:5]=1[CH2:6][N:7]([CH2:19][CH:20]([C:27]1[CH:32]=[CH:31][CH:30]=[CH:29][CH:28]=1)[C:21]1[CH:26]=[CH:25][CH:24]=[CH:23][CH:22]=1)[CH2:8][CH2:9][CH2:10][O:11][C:12]1[CH:13]=[C:14]([NH2:18])[CH:15]=[CH:16][CH:17]=1.[C:41]1(=O)[CH2:45][CH2:44][CH2:43][CH2:42]1.C([BH3-])#N.[Na+], predict the reaction product. The product is: [ClH:3].[ClH:1].[Cl:3][C:4]1[C:36]([C:37]([F:38])([F:39])[F:40])=[CH:35][CH:34]=[CH:33][C:5]=1[CH2:6][N:7]([CH2:19][CH:20]([C:21]1[CH:26]=[CH:25][CH:24]=[CH:23][CH:22]=1)[C:27]1[CH:28]=[CH:29][CH:30]=[CH:31][CH:32]=1)[CH2:8][CH2:9][CH2:10][O:11][C:12]1[CH:13]=[C:14]([NH:18][CH:41]2[CH2:45][CH2:44][CH2:43][CH2:42]2)[CH:15]=[CH:16][CH:17]=1. (5) Given the reactants CS(O[CH2:6][CH2:7][CH2:8][CH2:9][CH2:10][C:11]1[N:15]([CH3:16])[C:14]([C:17]2[CH:22]=[CH:21][C:20]([Cl:23])=[CH:19][CH:18]=2)=[N:13][N:12]=1)(=O)=O.[F:24][C:25]([F:39])([F:38])[C:26]1[CH:31]=[CH:30][C:29]([C@:32]23[CH2:37][C@H:36]2[CH2:35][NH:34][CH2:33]3)=[CH:28][CH:27]=1, predict the reaction product. The product is: [ClH:23].[Cl:23][C:20]1[CH:21]=[CH:22][C:17]([C:14]2[N:15]([CH3:16])[C:11]([CH2:10][CH2:9][CH2:8][CH2:7][CH2:6][N:34]3[CH2:35][C@H:36]4[C@:32]([C:29]5[CH:28]=[CH:27][C:26]([C:25]([F:24])([F:39])[F:38])=[CH:31][CH:30]=5)([CH2:37]4)[CH2:33]3)=[N:12][N:13]=2)=[CH:18][CH:19]=1.